This data is from Full USPTO retrosynthesis dataset with 1.9M reactions from patents (1976-2016). The task is: Predict the reactants needed to synthesize the given product. (1) The reactants are: C[C:2]1[N:7]=[CH:6][C:5]2[N:8]=[N:9][N:10]([C:11]3[CH:16]=[N:15][CH:14]=[CH:13][N:12]=3)[C:4]=2[CH:3]=1.C(O)=O.[CH2:20](N(CC)CC)[CH3:21].[OH-].[Na+]. Given the product [CH2:20]([CH:6]1[C:5]2[N:8]=[N:9][N:10]([C:11]3[CH:16]=[N:15][CH:14]=[CH:13][N:12]=3)[C:4]=2[CH2:3][CH2:2][NH:7]1)[CH3:21], predict the reactants needed to synthesize it. (2) Given the product [C:6]([C:5]1[CH:8]=[CH:9][C:2](/[CH:17]=[CH:16]/[C:15]([O:14][CH2:10][CH2:11][CH2:12][CH3:13])=[O:18])=[CH:3][CH:4]=1)#[N:7], predict the reactants needed to synthesize it. The reactants are: I[C:2]1[CH:9]=[CH:8][C:5]([C:6]#[N:7])=[CH:4][CH:3]=1.[CH2:10]([O:14][C:15](=[O:18])[CH:16]=[CH2:17])[CH2:11][CH2:12][CH3:13]. (3) The reactants are: CO[CH:3]=[C:4]1[C:13]2[C:8](=[CH:9][CH:10]=[C:11]([N:14]3[CH:18]=[CH:17][CH:16]=[CH:15]3)[CH:12]=2)[C:7](=[O:19])[NH:6][C:5]1=[O:20].[CH3:21][N:22]1[CH2:27][CH2:26][N:25]([C:28]2[CH:33]=[CH:32][C:31]([NH2:34])=[CH:30][CH:29]=2)[CH2:24][CH2:23]1. Given the product [CH3:21][N:22]1[CH2:23][CH2:24][N:25]([C:28]2[CH:33]=[CH:32][C:31]([NH:34]/[CH:3]=[C:4]3\[C:5](=[O:20])[NH:6][C:7](=[O:19])[C:8]4[C:13]\3=[CH:12][C:11]([N:14]3[CH:18]=[CH:17][CH:16]=[CH:15]3)=[CH:10][CH:9]=4)=[CH:30][CH:29]=2)[CH2:26][CH2:27]1, predict the reactants needed to synthesize it.